Regression. Given a peptide amino acid sequence and an MHC pseudo amino acid sequence, predict their binding affinity value. This is MHC class II binding data. From a dataset of Peptide-MHC class II binding affinity with 134,281 pairs from IEDB. The peptide sequence is MFFSTMKRPSREKQD. The MHC is DRB3_0101 with pseudo-sequence DRB3_0101. The binding affinity (normalized) is 0.158.